Dataset: Forward reaction prediction with 1.9M reactions from USPTO patents (1976-2016). Task: Predict the product of the given reaction. (1) Given the reactants Cl[C:2]1[CH:7]=[C:6]([C:8]([F:11])([F:10])[F:9])[N:5]=[C:4]([C:12]2[CH:17]=[CH:16][N:15]=[CH:14][CH:13]=2)[N:3]=1.[CH3:18][O:19][C:20]1[CH:25]=[CH:24][CH:23]=[C:22]([NH2:26])[CH:21]=1, predict the reaction product. The product is: [CH3:18][O:19][C:20]1[CH:21]=[C:22]([CH:23]=[CH:24][CH:25]=1)[NH:26][C:2]1[CH:7]=[C:6]([C:8]([F:11])([F:10])[F:9])[N:5]=[C:4]([C:12]2[CH:17]=[CH:16][N:15]=[CH:14][CH:13]=2)[N:3]=1. (2) Given the reactants [NH2:1][C:2]1[C:10]([OH:11])=[CH:9][CH:8]=[CH:7][C:3]=1[C:4]([OH:6])=[O:5].O=S(Cl)Cl.[CH3:16]O, predict the reaction product. The product is: [NH2:1][C:2]1[C:10]([OH:11])=[CH:9][CH:8]=[CH:7][C:3]=1[C:4]([O:6][CH3:16])=[O:5]. (3) Given the reactants [Cl:1][C:2]1[CH:7]=[CH:6][C:5]([C@@H:8]2[C:17]3[C:12](=[CH:13][CH:14]=[CH:15][CH:16]=3)[CH2:11][C@H:10]([CH3:18])[NH:9]2)=[CH:4][CH:3]=1.[N:19]([C:22]1[CH:29]=[CH:28][C:25]([C:26]#[N:27])=[CH:24][CH:23]=1)=[C:20]=[O:21], predict the reaction product. The product is: [Cl:1][C:2]1[CH:7]=[CH:6][C:5]([C@@H:8]2[C:17]3[C:12](=[CH:13][CH:14]=[CH:15][CH:16]=3)[CH2:11][C@H:10]([CH3:18])[N:9]2[C:20]([NH:19][C:22]2[CH:29]=[CH:28][C:25]([C:26]#[N:27])=[CH:24][CH:23]=2)=[O:21])=[CH:4][CH:3]=1.